Task: Predict the reactants needed to synthesize the given product.. Dataset: Full USPTO retrosynthesis dataset with 1.9M reactions from patents (1976-2016) (1) The reactants are: [C:1]([O:5][C:6](=[O:13])[NH:7][C@H:8]1[CH2:11][C@H:10]([OH:12])[CH2:9]1)([CH3:4])([CH3:3])[CH3:2].[F:14][C:15]1[CH:16]=[CH:17][C:18]([N+:22]([O-:24])=[O:23])=[C:19](O)[CH:20]=1. Given the product [C:1]([O:5][C:6](=[O:13])[NH:7][C@H:8]1[CH2:11][C@H:10]([O:12][C:17]2[CH:16]=[C:15]([F:14])[CH:20]=[CH:19][C:18]=2[N+:22]([O-:24])=[O:23])[CH2:9]1)([CH3:4])([CH3:2])[CH3:3], predict the reactants needed to synthesize it. (2) Given the product [Cl:1][C:2]1[CH:3]=[C:4]([N:9]2[C:13]([CH3:14])=[C:12]([C:15]([N:27]3[CH2:28][CH2:29][CH:24]([N:19]4[CH2:23][CH2:22][CH2:21][CH2:20]4)[CH2:25][CH2:26]3)=[O:17])[C:11]([CH3:18])=[N:10]2)[CH:5]=[CH:6][C:7]=1[Cl:8], predict the reactants needed to synthesize it. The reactants are: [Cl:1][C:2]1[CH:3]=[C:4]([N:9]2[C:13]([CH3:14])=[C:12]([C:15]([OH:17])=O)[C:11]([CH3:18])=[N:10]2)[CH:5]=[CH:6][C:7]=1[Cl:8].[N:19]1([CH:24]2[CH2:29][CH2:28][NH:27][CH2:26][CH2:25]2)[CH2:23][CH2:22][CH2:21][CH2:20]1.